From a dataset of Forward reaction prediction with 1.9M reactions from USPTO patents (1976-2016). Predict the product of the given reaction. (1) Given the reactants Cl[C:2]1[C:7]([C:8]([OH:10])=[O:9])=[CH:6][N:5]=[C:4]([Cl:11])[C:3]=1[Cl:12].[NH2:13][C:14]1[CH:19]=[CH:18][CH:17]=[C:16]([CH3:20])[CH:15]=1, predict the reaction product. The product is: [Cl:12][C:3]1[C:4]([Cl:11])=[N:5][CH:6]=[C:7]([C:2]=1[NH:13][C:14]1[CH:15]=[C:16]([CH3:20])[CH:17]=[CH:18][CH:19]=1)[C:8]([OH:10])=[O:9]. (2) Given the reactants [F:1][C:2]1[CH:3]=[C:4]2[C:8](=[CH:9][CH:10]=1)[NH:7][CH:6]=[CH:5]2.[CH:11]([C:13]([CH3:15])=[O:14])=[CH2:12], predict the reaction product. The product is: [F:1][C:2]1[CH:3]=[C:4]2[C:8](=[CH:9][CH:10]=1)[NH:7][CH:6]=[C:5]2[CH2:12][CH2:11][C:13](=[O:14])[CH3:15]. (3) Given the reactants [Br:1][C:2]1(CC([O-])=O)[C:11]2[C:6](=[CH:7][CH:8]=[CH:9][CH:10]=2)[C:5]([CH3:12])=[CH:4][CH2:3]1.[Br:17]N1C(=O)CCC1=O.N(C(C)(C)C#N)=NC(C)(C)C#N, predict the reaction product. The product is: [Br:1][C:2]1[C:11]2[C:6](=[CH:7][CH:8]=[CH:9][CH:10]=2)[C:5]([CH2:12][Br:17])=[CH:4][CH:3]=1. (4) The product is: [C:31]1([NH:30][C:28]([C:27]2[CH:26]=[C:25]([NH:24][C:3]([CH:5]3[C:13]4[C:8](=[CH:9][CH:10]=[C:11]([C:14](=[O:18])[CH2:19][CH3:20])[CH:12]=4)[N:7]([CH2:21][CH3:22])[C:6]3=[O:23])=[O:4])[CH:39]=[CH:38][CH:37]=2)=[O:29])[CH:36]=[CH:35][CH:34]=[CH:33][CH:32]=1. Given the reactants CO[C:3]([CH:5]1[C:13]2[C:8](=[CH:9][CH:10]=[C:11]([C:14]3([CH2:19][CH3:20])[O:18]CCO3)[CH:12]=2)[N:7]([CH2:21][CH3:22])[C:6]1=[O:23])=[O:4].[NH2:24][C:25]1[CH:26]=[C:27]([CH:37]=[CH:38][CH:39]=1)[C:28]([NH:30][C:31]1[CH:36]=[CH:35][CH:34]=[CH:33][CH:32]=1)=[O:29], predict the reaction product.